This data is from Full USPTO retrosynthesis dataset with 1.9M reactions from patents (1976-2016). The task is: Predict the reactants needed to synthesize the given product. (1) Given the product [CH2:1]([NH:8][C:9](=[O:10])[N:31]([C:27]1[CH:26]=[C:25]([C:22]2[CH:23]=[CH:24][C:19](/[CH:18]=[C:12](\[CH3:11])/[C:13]([O:15][CH2:16][CH3:17])=[O:14])=[CH:20][CH:21]=2)[CH:30]=[CH:29][CH:28]=1)[CH3:32])[CH2:2][CH2:3][CH2:4][CH2:5][CH2:6][CH3:7], predict the reactants needed to synthesize it. The reactants are: [CH2:1]([N:8]=[C:9]=[O:10])[CH2:2][CH2:3][CH2:4][CH2:5][CH2:6][CH3:7].[CH3:11][C:12](=[CH:18][C:19]1[CH:24]=[CH:23][C:22]([C:25]2[CH:30]=[CH:29][CH:28]=[C:27]([NH:31][CH3:32])[CH:26]=2)=[CH:21][CH:20]=1)[C:13]([O:15][CH2:16][CH3:17])=[O:14].C(N(CC)CC)C.O. (2) Given the product [CH2:1]([O:3][C:4]([N:6]1[CH2:11][CH2:10][N:9]([C:12]([CH:14]([NH:24][C:25]([C:27]2[CH:36]=[C:35]([C:37]([NH:39][CH:40]([C:50]([O:52][CH3:53])=[O:51])[CH2:41][CH2:42][C:43]([OH:45])=[O:44])=[O:38])[C:34]3[C:29](=[CH:30][CH:31]=[CH:32][CH:33]=3)[N:28]=2)=[O:26])[CH2:15][CH2:16][C:17]([OH:19])=[O:18])=[O:13])[CH2:8][CH2:7]1)=[O:5])[CH3:2], predict the reactants needed to synthesize it. The reactants are: [CH2:1]([O:3][C:4]([N:6]1[CH2:11][CH2:10][N:9]([C:12]([CH:14]([NH:24][C:25]([C:27]2[CH:36]=[C:35]([C:37]([NH:39][CH:40]([C:50]([O:52][CH3:53])=[O:51])[CH2:41][CH2:42][C:43]([O:45]C(C)(C)C)=[O:44])=[O:38])[C:34]3[C:29](=[CH:30][CH:31]=[CH:32][CH:33]=3)[N:28]=2)=[O:26])[CH2:15][CH2:16][C:17]([O:19]C(C)(C)C)=[O:18])=[O:13])[CH2:8][CH2:7]1)=[O:5])[CH3:2].FC(F)(F)C(O)=O.C(Cl)Cl. (3) Given the product [Br:1][C:2]1[CH:7]=[CH:6][C:5]([S:8]([NH:27][C:23]([CH3:26])([CH3:25])[CH3:24])(=[O:10])=[O:9])=[CH:4][C:3]=1[O:12][CH3:13], predict the reactants needed to synthesize it. The reactants are: [Br:1][C:2]1[CH:7]=[CH:6][C:5]([S:8](Cl)(=[O:10])=[O:9])=[CH:4][C:3]=1[O:12][CH3:13].C(N(CC)C(C)C)(C)C.[C:23]([NH2:27])([CH3:26])([CH3:25])[CH3:24]. (4) Given the product [C:1]1([N:7]2[C:15]3[C:10](=[C:11]([O:30][CH3:28])[C:12]([O:20][CH3:21])=[C:13]([O:18][CH3:19])[CH:14]=3)[CH:9]=[C:8]2[C:22]([OH:24])=[O:23])[CH:6]=[CH:5][CH:4]=[CH:3][CH:2]=1, predict the reactants needed to synthesize it. The reactants are: [C:1]1([N:7]2[C:15]3[C:10](=[CH:11][C:12]([O:20][CH3:21])=[C:13]([O:18][CH3:19])[C:14]=3OC)[CH:9]=[C:8]2[C:22]([O:24]C)=[O:23])[CH:6]=[CH:5][CH:4]=[CH:3][CH:2]=1.[OH-].[K+].[CH2:28]([OH:30])C. (5) Given the product [CH:28]1(/[CH:33]=[C:34](\[C:38]2[CH:43]=[CH:42][C:41]([N:44]3[C:48]([CH3:49])=[N:47][N:46]=[N:45]3)=[C:40]([F:50])[CH:39]=2)/[C:35]([NH:51][C:52]2[S:53][CH:54]=[CH:55][N:56]=2)=[O:36])[CH2:29][CH2:30][CH2:31][CH2:32]1, predict the reactants needed to synthesize it. The reactants are: C1(P(C2C=CC=CC=2)C2C=CC=CC=2)C=CC=CC=1.BrN1C(=O)CCC1=O.[CH:28]1(/[CH:33]=[C:34](\[C:38]2[CH:43]=[CH:42][C:41]([N:44]3[C:48]([CH3:49])=[N:47][N:46]=[N:45]3)=[C:40]([F:50])[CH:39]=2)/[C:35](O)=[O:36])[CH2:32][CH2:31][CH2:30][CH2:29]1.[NH2:51][C:52]1[S:53][CH:54]=[CH:55][N:56]=1. (6) Given the product [CH2:9]([O:11][C:12](=[O:21])[CH:13]([C:14]1[CH:19]=[CH:18][CH:17]=[C:16]([Cl:20])[CH:15]=1)[CH2:23][CH:24]1[CH2:28][CH2:27][CH2:26][CH2:25]1)[CH3:10], predict the reactants needed to synthesize it. The reactants are: C([N-]C(C)C)(C)C.[Li+].[CH2:9]([O:11][C:12](=[O:21])[CH2:13][C:14]1[CH:19]=[CH:18][CH:17]=[C:16]([Cl:20])[CH:15]=1)[CH3:10].I[CH2:23][CH:24]1[CH2:28][CH2:27][CH2:26][CH2:25]1. (7) Given the product [CH3:1][C@@:2]12[CH2:10][N:9]([C:11](=[O:32])[CH2:12][N:13]3[CH2:18][CH2:17][CH2:16][C:15]([C:25]4[CH:26]=[CH:27][CH:28]=[CH:29][CH:30]=4)([C:19]4[CH:20]=[CH:21][CH:22]=[CH:23][CH:24]=4)[C:14]3=[O:31])[CH2:8][C@@H:7]1[CH2:6][CH2:5][CH2:4][NH:3]2, predict the reactants needed to synthesize it. The reactants are: [CH3:1][C@@:2]12[CH2:10][N:9]([C:11](=[O:32])[CH2:12][N:13]3[CH2:18][CH2:17][CH2:16][C:15]([C:25]4[CH:30]=[CH:29][CH:28]=[CH:27][CH:26]=4)([C:19]4[CH:24]=[CH:23][CH:22]=[CH:21][CH:20]=4)[C:14]3=[O:31])[CH2:8][C@@H:7]1[CH2:6][CH2:5][CH2:4][N:3]2C(OC(C)(C)C)=O.FC(F)(F)C(O)=O. (8) The reactants are: [H-].[Na+].[NH:3]1[CH:7]=[CH:6][C:5]([CH:8]=[O:9])=[CH:4]1.[C:10]([C:14]1[N:18]([CH2:19][CH:20]2[CH2:25][CH2:24][O:23][CH2:22][CH2:21]2)[C:17]2[CH:26]=[CH:27][C:28]([S:30](Cl)(=[O:32])=[O:31])=[CH:29][C:16]=2[N:15]=1)([CH3:13])([CH3:12])[CH3:11]. Given the product [C:10]([C:14]1[N:18]([CH2:19][CH:20]2[CH2:21][CH2:22][O:23][CH2:24][CH2:25]2)[C:17]2[CH:26]=[CH:27][C:28]([S:30]([N:3]3[CH:7]=[CH:6][C:5]([CH:8]=[O:9])=[CH:4]3)(=[O:31])=[O:32])=[CH:29][C:16]=2[N:15]=1)([CH3:13])([CH3:11])[CH3:12], predict the reactants needed to synthesize it. (9) Given the product [Br:1][C:2]1[CH:7]=[C:6]([C:8]2[N:9]=[CH:10][CH:11]=[CH:12][N:13]=2)[C:5]([NH2:14])=[C:4]([N+:21]([O-:23])=[O:22])[CH:3]=1, predict the reactants needed to synthesize it. The reactants are: [Br:1][C:2]1[CH:7]=[C:6]([C:8]2[N:13]=[CH:12][CH:11]=[CH:10][N:9]=2)[C:5]([NH:14]C(=O)C(C)(C)C)=[C:4]([N+:21]([O-:23])=[O:22])[CH:3]=1.